From a dataset of Full USPTO retrosynthesis dataset with 1.9M reactions from patents (1976-2016). Predict the reactants needed to synthesize the given product. (1) Given the product [O:31]=[C:28]([O:31][CH2:28][CH2:29][CH3:30])[CH2:29][C:30]1[C:14]2[C:13](=[CH:18][CH:17]=[CH:16][CH:15]=2)[NH:12][C:7]=1[CH2:8][CH2:9][C:10]([O:31][CH2:28][CH2:29][CH3:30])=[O:26], predict the reactants needed to synthesize it. The reactants are: CS(O)(=O)=O.O=[C:7]1[N:12]([C:13]2[CH:18]=[CH:17][CH:16]=[CH:15][CH:14]=2)N=[C:10](CCC(OCC)=O)[CH2:9][CH2:8]1.[OH-:26].[Na+].[CH2:28]([OH:31])[CH2:29][CH3:30]. (2) Given the product [CH:1]1([C:4]2[CH:9]=[CH:8][N:7]=[C:6]([OH:29])[C:5]=2[N:11]2[CH2:15][CH2:14][N:13]([C:16]3[CH:21]=[CH:20][N:19]=[C:18]([C:22]([F:25])([F:24])[F:23])[CH:17]=3)[C:12]2=[O:26])[CH2:3][CH2:2]1, predict the reactants needed to synthesize it. The reactants are: [CH:1]1([C:4]2[CH:9]=[CH:8][N+:7]([O-])=[CH:6][C:5]=2[N:11]2[CH2:15][CH2:14][N:13]([C:16]3[CH:21]=[CH:20][N:19]=[C:18]([C:22]([F:25])([F:24])[F:23])[CH:17]=3)[C:12]2=[O:26])[CH2:3][CH2:2]1.C(OC(=O)C)(=[O:29])C. (3) Given the product [CH:36]1([CH2:35][N:15]2[C:16]([CH3:27])=[C:17]([CH2:18][C:19]3[CH:24]=[CH:23][C:22]([S:25][CH3:26])=[CH:21][CH:20]=3)[C:13]([O:12][C@@H:1]3[O:9][C@H:8]([CH2:10][OH:11])[C@@H:6]([OH:7])[C@H:4]([OH:5])[C@H:2]3[OH:3])=[N:14]2)[CH2:38][CH2:37]1, predict the reactants needed to synthesize it. The reactants are: [C@@H:1]1([O:12][C:13]2[C:17]([CH2:18][C:19]3[CH:24]=[CH:23][C:22]([S:25][CH3:26])=[CH:21][CH:20]=3)=[C:16]([CH3:27])[NH:15][N:14]=2)[O:9][C@H:8]([CH2:10][OH:11])[C@@H:6]([OH:7])[C@H:4]([OH:5])[C@H:2]1[OH:3].C(=O)([O-])[O-].[Cs+].[Cs+].Br[CH2:35][CH:36]1[CH2:38][CH2:37]1.[I-].[Na+]. (4) Given the product [CH3:1][O:2][C:11]([C:13]1([CH2:20][C:21]2[CH:26]=[CH:25][C:24]([Cl:27])=[CH:23][CH:22]=2)[CH2:17][CH2:16][C:15]([CH3:18])([CH2:14][OH:19])[C:3]1=[O:6])=[O:10], predict the reactants needed to synthesize it. The reactants are: [CH2:1]=[O:2].[C:3](=[O:6])([O-])[O-].[K+].[K+].C[O:10][C:11]([C:13]1([CH2:20][C:21]2[CH:26]=[CH:25][C:24]([Cl:27])=[CH:23][CH:22]=2)[CH2:17][CH2:16][CH:15]([CH3:18])[C:14]1=[O:19])=O.